This data is from Reaction yield outcomes from USPTO patents with 853,638 reactions. The task is: Predict the reaction yield, written as a fraction of the theoretical maximum amount of product (1.0 means a 100% yield; for example, 0.34 means a 34% yield). (1) The reactants are Br[C:2]1[CH:7]=[CH:6][C:5]([C:8]2[N:9]=[C:10]([N:18]3[CH2:23][CH2:22][N:21]([CH2:24][CH3:25])[CH2:20][CH2:19]3)[C:11]3[C:16]([CH:17]=2)=[CH:15][CH:14]=[CH:13][CH:12]=3)=[CH:4][CH:3]=1.[Li]CCCC.[O:31]1[CH2:36][CH2:35][C:34](=[O:37])[CH2:33][CH2:32]1.[Cl-].[NH4+]. The catalyst is O1CCCC1. The product is [CH2:24]([N:21]1[CH2:22][CH2:23][N:18]([C:10]2[C:11]3[C:16](=[CH:15][CH:14]=[CH:13][CH:12]=3)[CH:17]=[C:8]([C:5]3[CH:4]=[CH:3][C:2]([C:34]4([OH:37])[CH2:35][CH2:36][O:31][CH2:32][CH2:33]4)=[CH:7][CH:6]=3)[N:9]=2)[CH2:19][CH2:20]1)[CH3:25]. The yield is 0.321. (2) The reactants are [OH:1][CH:2]1[CH2:7][CH2:6][N:5]([C:8]([O:10][CH:11]([CH3:13])[CH3:12])=[O:9])[CH2:4][CH2:3]1.CN(C)C=O.[H-].[Na+].Cl[C:22]1[N:27]=[CH:26][N:25]=[C:24]([N:28]2[C:36]3[C:31](=[N:32][CH:33]=[CH:34][CH:35]=3)[CH2:30][CH2:29]2)[CH:23]=1. The catalyst is C(OC)(C)(C)C. The product is [N:28]1([C:24]2[N:25]=[CH:26][N:27]=[C:22]([O:1][CH:2]3[CH2:3][CH2:4][N:5]([C:8]([O:10][CH:11]([CH3:13])[CH3:12])=[O:9])[CH2:6][CH2:7]3)[CH:23]=2)[C:36]2[C:31](=[N:32][CH:33]=[CH:34][CH:35]=2)[CH2:30][CH2:29]1. The yield is 0.550. (3) The reactants are C(Cl)Cl.[CH3:4][N:5]1[CH2:10][CH2:9][NH:8][CH2:7][CH2:6]1.[CH2:11]([O:18][C:19]([N:21]1[CH2:29][C:28]2[C:23](=[CH:24][CH:25]=[C:26]([CH2:30]OS(C)(=O)=O)[CH:27]=2)[CH2:22]1)=[O:20])[C:12]1[CH:17]=[CH:16][CH:15]=[CH:14][CH:13]=1. The catalyst is O. The product is [CH2:11]([O:18][C:19]([N:21]1[CH2:29][C:28]2[C:23](=[CH:24][CH:25]=[C:26]([CH2:30][N:8]3[CH2:9][CH2:10][N:5]([CH3:4])[CH2:6][CH2:7]3)[CH:27]=2)[CH2:22]1)=[O:20])[C:12]1[CH:17]=[CH:16][CH:15]=[CH:14][CH:13]=1. The yield is 0.470. (4) The reactants are [CH2:1]([O:3][C:4]([C@@H:6]1[C@@H:8]([C:9](=[O:24])[NH:10][C@@H:11]([CH2:18][C:19]2[N:20]=[CH:21][S:22][CH:23]=2)[C:12](=[O:17])[NH:13][CH2:14][C:15]#[CH:16])[O:7]1)=[O:5])[CH3:2].[N:25]([C:28]1[CH:34]=[CH:33][C:31]([NH2:32])=[CH:30][CH:29]=1)=[N+:26]=[N-:27].CCCC[Sn](OC(C)=O)(CCCC)CCCC. The catalyst is CC(O)(C)C.CCO.O.[O-]S([O-])(=O)=O.[Cu+2]. The product is [CH2:1]([O:3][C:4]([C@@H:6]1[C@@H:8]([C:9](=[O:24])[NH:10][C@@H:11]([CH2:18][C:19]2[N:20]=[CH:21][S:22][CH:23]=2)[C:12]([NH:13][CH2:14][C:15]2[N:27]=[N:26][N:25]([C:28]3[CH:34]=[CH:33][C:31]([NH2:32])=[CH:30][CH:29]=3)[CH:16]=2)=[O:17])[O:7]1)=[O:5])[CH3:2]. The yield is 0.859. (5) The reactants are Cl.[Cl:2][C:3]1[CH:4]=[C:5]2[C:9](=[CH:10][CH:11]=1)[NH:8][CH:7]=[C:6]2[CH2:12][CH2:13][NH2:14].[F:15][C:16]1[CH:17]=[C:18]([N:24]2[CH2:28][CH2:27][CH:26]([C:29](O)=[O:30])[C:25]2=[O:32])[CH:19]=[CH:20][C:21]=1[O:22][CH3:23].CN(C(ON1N=NC2C=CC=NC1=2)=[N+](C)C)C.F[P-](F)(F)(F)(F)F.C(N(CC)C(C)C)(C)C. The catalyst is CN(C=O)C. The product is [Cl:2][C:3]1[CH:4]=[C:5]2[C:9](=[CH:10][CH:11]=1)[NH:8][CH:7]=[C:6]2[CH2:12][CH2:13][NH:14][C:29]([CH:26]1[CH2:27][CH2:28][N:24]([C:18]2[CH:19]=[CH:20][C:21]([O:22][CH3:23])=[C:16]([F:15])[CH:17]=2)[C:25]1=[O:32])=[O:30]. The yield is 0.400. (6) The reactants are [C:1]([O:5][C:6](=[O:21])[CH2:7][O:8][C:9]1[C:18]2[CH2:17][CH2:16][CH2:15][CH2:14][C:13]=2[CH:12]=[C:11]([Cl:19])[C:10]=1[F:20])([CH3:4])([CH3:3])[CH3:2].C([O-])(=O)C.[NH4+].C([BH3-])#[N:28].[Na+]. The catalyst is CO. The product is [C:1]([O:5][C:6](=[O:21])[CH2:7][O:8][C:9]1[C:18]2[CH2:17][CH2:16][CH2:15][CH:14]([NH2:28])[C:13]=2[CH:12]=[C:11]([Cl:19])[C:10]=1[F:20])([CH3:4])([CH3:2])[CH3:3]. The yield is 0.980. (7) The reactants are [CH3:1][N:2]1[CH:6]=[C:5]([C:7](O)=[O:8])[C:4]([CH3:10])=[N:3]1.O1CCCC1.S(Cl)(Cl)=O.[NH2:20][C:21]1[CH:22]=[C:23]([CH:40]=[CH:41][C:42]=1[CH3:43])[O:24][C:25]1[CH:26]=[CH:27][C:28]2[N:29]([N:31]=[C:32]([NH:34][C:35]([CH:37]3[CH2:39][CH2:38]3)=[O:36])[N:33]=2)[CH:30]=1. The product is [CH:37]1([C:35]([NH:34][C:32]2[N:33]=[C:28]3[CH:27]=[CH:26][C:25]([O:24][C:23]4[CH:40]=[CH:41][C:42]([CH3:43])=[C:21]([NH:20][C:7]([C:5]5[C:4]([CH3:10])=[N:3][N:2]([CH3:1])[CH:6]=5)=[O:8])[CH:22]=4)=[CH:30][N:29]3[N:31]=2)=[O:36])[CH2:38][CH2:39]1. The yield is 0.580. The catalyst is CN(C)C=O.CN(C)C(=O)C. (8) The reactants are [F:1][C:2]1[CH:7]=[CH:6][C:5]([C:8]([C:10]2[CH:19]=[CH:18][CH:17]=[C:16]3[C:11]=2[CH:12]=[CH:13][C:14]([NH:20][C@H:21]2[C:29]4[C:24](=[CH:25][CH:26]=[CH:27][CH:28]=4)[CH2:23][CH2:22]2)=[N:15]3)=O)=[CH:4][CH:3]=1.Cl.[NH2:31][OH:32].C(=O)([O-])[O-].[Na+].[Na+].O. The catalyst is CCO. The product is [F:1][C:2]1[CH:7]=[CH:6][C:5]([C:8]([C:10]2[CH:19]=[CH:18][CH:17]=[C:16]3[C:11]=2[CH:12]=[CH:13][C:14]([NH:20][C@H:21]2[C:29]4[C:24](=[CH:25][CH:26]=[CH:27][CH:28]=4)[CH2:23][CH2:22]2)=[N:15]3)=[N:31][OH:32])=[CH:4][CH:3]=1. The yield is 0.330.